Task: Predict the reaction yield, written as a fraction of the theoretical maximum amount of product (1.0 means a 100% yield; for example, 0.34 means a 34% yield).. Dataset: Reaction yield outcomes from USPTO patents with 853,638 reactions The reactants are [I:1][C:2]1[CH:10]=[CH:9][C:5]([C:6]([OH:8])=[O:7])=[C:4]([Br:11])[CH:3]=1.OS(O)(=O)=O.[CH3:17][CH2:18]O. No catalyst specified. The product is [Br:11][C:4]1[CH:3]=[C:2]([I:1])[CH:10]=[CH:9][C:5]=1[C:6]([O:8][CH2:17][CH3:18])=[O:7]. The yield is 0.920.